From a dataset of hERG potassium channel inhibition data for cardiac toxicity prediction from Karim et al.. Regression/Classification. Given a drug SMILES string, predict its toxicity properties. Task type varies by dataset: regression for continuous values (e.g., LD50, hERG inhibition percentage) or binary classification for toxic/non-toxic outcomes (e.g., AMES mutagenicity, cardiotoxicity, hepatotoxicity). Dataset: herg_karim. (1) The compound is Fc1ccc(C(OC2CC3CCC(C2)N3CC2CC2)c2ccc(F)cc2)cc1. The result is 1 (blocker). (2) The molecule is Brc1ccc2c(NC3=NC[C@@]4(CN5CCC4CC5)O3)ncnn12. The result is 1 (blocker).